The task is: Regression. Given a peptide amino acid sequence and an MHC pseudo amino acid sequence, predict their binding affinity value. This is MHC class II binding data.. This data is from Peptide-MHC class II binding affinity with 134,281 pairs from IEDB. (1) The peptide sequence is KGVERLAVMGDVAWD. The MHC is DRB4_0101 with pseudo-sequence DRB4_0103. The binding affinity (normalized) is 0.584. (2) The MHC is HLA-DQA10201-DQB10202 with pseudo-sequence HLA-DQA10201-DQB10202. The peptide sequence is ATTEEQKLIEDVNAS. The binding affinity (normalized) is 0.427. (3) The peptide sequence is EILELAQSETCSPGGQ. The MHC is DRB1_0401 with pseudo-sequence DRB1_0401. The binding affinity (normalized) is 0.343. (4) The MHC is DRB3_0101 with pseudo-sequence DRB3_0101. The binding affinity (normalized) is 0.884. The peptide sequence is AFILDGDNLFPHV. (5) The peptide sequence is TNTNPDQKCITALAS. The MHC is DRB1_0101 with pseudo-sequence DRB1_0101. The binding affinity (normalized) is 0.212.